Task: Regression. Given a peptide amino acid sequence and an MHC pseudo amino acid sequence, predict their binding affinity value. This is MHC class II binding data.. Dataset: Peptide-MHC class II binding affinity with 134,281 pairs from IEDB The peptide sequence is LRIKSYEDAKSPLTA. The MHC is HLA-DQA10101-DQB10501 with pseudo-sequence HLA-DQA10101-DQB10501. The binding affinity (normalized) is 0.715.